This data is from Reaction yield outcomes from USPTO patents with 853,638 reactions. The task is: Predict the reaction yield, written as a fraction of the theoretical maximum amount of product (1.0 means a 100% yield; for example, 0.34 means a 34% yield). (1) The reactants are Cl.[NH2:2][C:3]1[CH:4]=[CH:5][C:6]([CH2:10][CH3:11])=[C:7]([OH:9])[CH:8]=1.C(=O)([O-])O.[Na+].[C:17]([C:19]([C:22]1[CH:23]=[C:24]([CH:28]=[CH:29][CH:30]=1)[C:25](Cl)=[O:26])([CH3:21])[CH3:20])#[N:18]. The catalyst is O1CCCC1. The product is [C:17]([C:19]([C:22]1[CH:23]=[C:24]([CH:28]=[CH:29][CH:30]=1)[C:25]([NH:2][C:3]1[CH:4]=[CH:5][C:6]([CH2:10][CH3:11])=[C:7]([OH:9])[CH:8]=1)=[O:26])([CH3:21])[CH3:20])#[N:18]. The yield is 0.900. (2) The reactants are [CH:1]1([N:7]2[CH2:12][CH2:11][CH2:10][CH2:9][C:8]2=[O:13])[CH2:6][CH2:5][CH2:4][CH2:3][CH2:2]1.C[Si]([N-][Si](C)(C)C)(C)C.[Li+].Br[CH2:25][C:26]1[CH:31]=[CH:30][C:29]([Br:32])=[CH:28][C:27]=1[Cl:33]. The catalyst is CN(C=O)C. The product is [Br:32][C:29]1[CH:30]=[CH:31][C:26]([CH2:25][CH:9]2[CH2:10][CH2:11][CH2:12][N:7]([CH:1]3[CH2:2][CH2:3][CH2:4][CH2:5][CH2:6]3)[C:8]2=[O:13])=[C:27]([Cl:33])[CH:28]=1. The yield is 0.380.